This data is from Catalyst prediction with 721,799 reactions and 888 catalyst types from USPTO. The task is: Predict which catalyst facilitates the given reaction. (1) Reactant: Cl[C:2]1[C:11]2[CH2:10][CH2:9][CH2:8][CH2:7][C:6]=2[N:5]=[C:4]([O:12][CH2:13][C:14]2[CH:19]=[CH:18][CH:17]=[CH:16][N:15]=2)[CH:3]=1.[CH3:20][C:21]1[CH:26]=[CH:25][N:24]=[C:23]([Sn](CCCC)(CCCC)CCCC)[CH:22]=1.O1CCOCC1. Product: [CH3:20][C:21]1[CH:26]=[CH:25][N:24]=[C:23]([C:2]2[C:11]3[CH2:10][CH2:9][CH2:8][CH2:7][C:6]=3[N:5]=[C:4]([O:12][CH2:13][C:14]3[CH:19]=[CH:18][CH:17]=[CH:16][N:15]=3)[CH:3]=2)[CH:22]=1. The catalyst class is: 535. (2) Reactant: [CH3:1][O:2][C:3]1[C:8]([CH3:9])=[CH:7][N:6]=[C:5]([CH2:10][N:11]2[N:39]=[C:15]3[CH2:16][C:17](=O)[C:18]4[CH2:19][S:20][N:21]=[C:22]([N:23]([C:31]([O:33][C:34]([CH3:37])([CH3:36])[CH3:35])=[O:32])[C:24]([O:26][C:27]([CH3:30])([CH3:29])[CH3:28])=[O:25])[C:13]([C:14]=43)=[N:12]2)[C:4]=1[CH3:40].C1(P(=[CH:60][C:61]([O:63][CH3:64])=[O:62])(C2C=CC=CC=2)C2C=CC=CC=2)C=CC=CC=1.C1(C)C=CC=CC=1. Product: [C:34]([O:33][C:31]([N:23]([C:24]([O:26][C:27]([CH3:30])([CH3:29])[CH3:28])=[O:25])[C:22]1[C:13]2[C:14]3[C:15](=[N:39][N:11]([CH2:10][C:5]4[C:4]([CH3:40])=[C:3]([O:2][CH3:1])[C:8]([CH3:9])=[CH:7][N:6]=4)[N:12]=2)[CH:16]=[C:17]([CH2:60][C:61]([O:63][CH3:64])=[O:62])[C:18]=3[CH2:19][S:20][N:21]=1)=[O:32])([CH3:35])([CH3:36])[CH3:37]. The catalyst class is: 13.